Dataset: Catalyst prediction with 721,799 reactions and 888 catalyst types from USPTO. Task: Predict which catalyst facilitates the given reaction. (1) The catalyst class is: 8. Reactant: C(O)(=O)C(O)=O.[CH2:7]([NH:11][NH2:12])[CH2:8][CH2:9][CH3:10].O=[C:14]([CH2:20][C:21](=O)[CH3:22])[C:15]([O:17][CH2:18][CH3:19])=[O:16].C(N(CC)CC)C. Product: [CH2:7]([N:11]1[C:21]([CH3:22])=[CH:20][C:14]([C:15]([O:17][CH2:18][CH3:19])=[O:16])=[N:12]1)[CH2:8][CH2:9][CH3:10]. (2) Reactant: C([Mg]Cl)(C)C.[CH2:6]([O:8][C:9]([C:11]1[N:12]([C:22]2[CH:27]=[CH:26][C:25]([O:28][CH:29]([CH3:31])[CH3:30])=[CH:24][CH:23]=2)[C:13]2[C:18]([C:19]=1[Cl:20])=[CH:17][C:16](I)=[CH:15][CH:14]=2)=[O:10])[CH3:7].[B:32](OCC)([O:36]CC)[O:33]CC.Cl. Product: [CH2:6]([O:8][C:9]([C:11]1[N:12]([C:22]2[CH:27]=[CH:26][C:25]([O:28][CH:29]([CH3:31])[CH3:30])=[CH:24][CH:23]=2)[C:13]2[C:18]([C:19]=1[Cl:20])=[CH:17][C:16]([B:32]([OH:36])[OH:33])=[CH:15][CH:14]=2)=[O:10])[CH3:7]. The catalyst class is: 220. (3) Reactant: [Br:1][CH2:2][C:3]([C:5]1[S:9][C:8]([C:10]#[N:11])=[CH:7][CH:6]=1)=[O:4].[N:12]12[CH2:19][CH2:18][CH:15]([CH2:16][CH2:17]1)[C@@H:14]([NH:20][C:21](=[O:38])[O:22][CH:23]([C:31]1[CH:36]=[CH:35][CH:34]=[C:33]([F:37])[CH:32]=1)[C:24]1[CH:29]=[CH:28][CH:27]=[C:26]([F:30])[CH:25]=1)[CH2:13]2.CCOCC. Product: [Br-:1].[F:37][C:33]1[CH:32]=[C:31]([CH:23]([C:24]2[CH:29]=[CH:28][CH:27]=[C:26]([F:30])[CH:25]=2)[O:22][C:21]([NH:20][C@@H:14]2[CH:15]3[CH2:16][CH2:17][N+:12]([CH2:2][C:3]([C:5]4[S:9][C:8]([C:10]#[N:11])=[CH:7][CH:6]=4)=[O:4])([CH2:19][CH2:18]3)[CH2:13]2)=[O:38])[CH:36]=[CH:35][CH:34]=1. The catalyst class is: 13. (4) Reactant: [CH3:1][C:2]1([CH2:8][CH2:9][C:10]2[S:11][CH:12]=[C:13]([C:15]#[C:16][CH2:17][CH2:18][CH2:19][C:20]3[CH:25]=[CH:24][CH:23]=[CH:22][CH:21]=3)[CH:14]=2)[CH2:6][O:5][C:4](=[O:7])[NH:3]1. Product: [CH3:1][C:2]1([CH2:8][CH2:9][C:10]2[S:11][CH:12]=[C:13]([CH2:15][CH2:16][CH2:17][CH2:18][CH2:19][C:20]3[CH:21]=[CH:22][CH:23]=[CH:24][CH:25]=3)[CH:14]=2)[CH2:6][O:5][C:4](=[O:7])[NH:3]1. The catalyst class is: 29. (5) Reactant: [OH:1][CH:2]([CH:7]1[CH2:16][CH2:15][C:14]2[C:9](=[CH:10][CH:11]=[C:12]([O:17][C:18]3[CH:23]=[CH:22][CH:21]=[CH:20][CH:19]=3)[CH:13]=2)[CH2:8]1)[C:3]([O:5][CH3:6])=[O:4].[CH3:24][C:25]([Si:28](Cl)([CH3:30])[CH3:29])([CH3:27])[CH3:26].N1C=CN=C1. Product: [Si:28]([O:1][CH:2]([CH:7]1[CH2:16][CH2:15][C:14]2[C:9](=[CH:10][CH:11]=[C:12]([O:17][C:18]3[CH:19]=[CH:20][CH:21]=[CH:22][CH:23]=3)[CH:13]=2)[CH2:8]1)[C:3]([O:5][CH3:6])=[O:4])([C:25]([CH3:27])([CH3:26])[CH3:24])([CH3:30])[CH3:29]. The catalyst class is: 31.